From a dataset of NCI-60 drug combinations with 297,098 pairs across 59 cell lines. Regression. Given two drug SMILES strings and cell line genomic features, predict the synergy score measuring deviation from expected non-interaction effect. (1) Drug 1: CC1=C2C(C(=O)C3(C(CC4C(C3C(C(C2(C)C)(CC1OC(=O)C(C(C5=CC=CC=C5)NC(=O)OC(C)(C)C)O)O)OC(=O)C6=CC=CC=C6)(CO4)OC(=O)C)OC)C)OC. Drug 2: CCCCCOC(=O)NC1=NC(=O)N(C=C1F)C2C(C(C(O2)C)O)O. Cell line: OVCAR3. Synergy scores: CSS=69.4, Synergy_ZIP=17.1, Synergy_Bliss=16.7, Synergy_Loewe=-25.2, Synergy_HSA=16.4. (2) Drug 1: C1CN1C2=NC(=NC(=N2)N3CC3)N4CC4. Drug 2: C1=CC(=CC=C1CCCC(=O)O)N(CCCl)CCCl. Cell line: UACC62. Synergy scores: CSS=37.1, Synergy_ZIP=-1.21, Synergy_Bliss=-0.0559, Synergy_Loewe=0.450, Synergy_HSA=1.80. (3) Drug 1: CCCS(=O)(=O)NC1=C(C(=C(C=C1)F)C(=O)C2=CNC3=C2C=C(C=N3)C4=CC=C(C=C4)Cl)F. Drug 2: C1=NC2=C(N=C(N=C2N1C3C(C(C(O3)CO)O)F)Cl)N. Cell line: SF-268. Synergy scores: CSS=22.2, Synergy_ZIP=-6.21, Synergy_Bliss=-2.38, Synergy_Loewe=-30.6, Synergy_HSA=-4.97. (4) Drug 1: CC(C)NC(=O)C1=CC=C(C=C1)CNNC.Cl. Drug 2: N.N.Cl[Pt+2]Cl. Cell line: BT-549. Synergy scores: CSS=15.1, Synergy_ZIP=-2.99, Synergy_Bliss=2.78, Synergy_Loewe=-13.6, Synergy_HSA=-2.29. (5) Drug 1: CC12CCC3C(C1CCC2=O)CC(=C)C4=CC(=O)C=CC34C. Drug 2: C1=NC2=C(N1)C(=S)N=CN2. Cell line: HCT116. Synergy scores: CSS=57.9, Synergy_ZIP=-4.26, Synergy_Bliss=-3.22, Synergy_Loewe=-8.07, Synergy_HSA=-1.81. (6) Drug 1: C1=CN(C(=O)N=C1N)C2C(C(C(O2)CO)O)O.Cl. Drug 2: CCC(=C(C1=CC=CC=C1)C2=CC=C(C=C2)OCCN(C)C)C3=CC=CC=C3.C(C(=O)O)C(CC(=O)O)(C(=O)O)O. Cell line: MDA-MB-231. Synergy scores: CSS=19.0, Synergy_ZIP=0.332, Synergy_Bliss=5.66, Synergy_Loewe=-9.36, Synergy_HSA=1.83.